Predict the reactants needed to synthesize the given product. From a dataset of Retrosynthesis with 50K atom-mapped reactions and 10 reaction types from USPTO. Given the product Cc1ncc(CN)c(N)n1, predict the reactants needed to synthesize it. The reactants are: Cc1ncc(C=O)c(N)n1.N.